This data is from Catalyst prediction with 721,799 reactions and 888 catalyst types from USPTO. The task is: Predict which catalyst facilitates the given reaction. (1) Reactant: [CH2:1]([N:3]([CH2:21][CH3:22])[CH:4]1[CH2:9][CH2:8][N:7]([C:10]2[O:11][CH2:12][C:13](=[O:20])[C:14]=2[C:15]([O:17][CH2:18][CH3:19])=[O:16])[CH2:6][CH2:5]1)[CH3:2].[NH:23]1[C:31]2[C:26](=[CH:27][CH:28]=[CH:29][N:30]=2)[C:25]([CH:32]=O)=[CH:24]1.N1CCC[C@H]1C(O)=O. Product: [NH:23]1[C:31]2=[N:30][CH:29]=[CH:28][CH:27]=[C:26]2[C:25]([CH:32]=[C:12]2[O:11][C:10]([N:7]3[CH2:8][CH2:9][CH:4]([N:3]([CH2:1][CH3:2])[CH2:21][CH3:22])[CH2:5][CH2:6]3)=[C:14]([C:15]([O:17][CH2:18][CH3:19])=[O:16])[C:13]2=[O:20])=[CH:24]1. The catalyst class is: 8. (2) Reactant: [O:1]1[CH2:6][CH2:5][N:4]([C:7]2[S:8][N:9]=[C:10]3[CH:15]=[C:14](Br)[CH:13]=[N:12][C:11]=23)[CH2:3][CH2:2]1.[CH3:17][NH:18][C:19]([C:21]1[CH:26]=[CH:25][C:24](B(O)O)=[CH:23][CH:22]=1)=[O:20].C([O-])([O-])=O.[K+].[K+]. Product: [CH3:17][NH:18][C:19](=[O:20])[C:21]1[CH:26]=[CH:25][C:24]([C:14]2[CH:13]=[N:12][C:11]3=[C:7]([N:4]4[CH2:5][CH2:6][O:1][CH2:2][CH2:3]4)[S:8][N:9]=[C:10]3[CH:15]=2)=[CH:23][CH:22]=1. The catalyst class is: 73. (3) Reactant: [N:1]1([S:5]([NH2:8])(=[O:7])=[O:6])[CH2:4][CH2:3][CH2:2]1.C1(P(C2CCCCC2)C2C=CC=CC=2C2C(C(C)C)=CC(C(C)C)=CC=2C(C)C)CCCCC1.C(=O)([O-])[O-].[Cs+].[Cs+].Cl[C:50]1[N:55]=[C:54]([S:56][CH2:57][C:58]2[CH:63]=[CH:62][CH:61]=[C:60]([F:64])[C:59]=2[F:65])[N:53]=[C:52]([O:66][CH2:67][CH2:68][OH:69])[CH:51]=1. Product: [F:65][C:59]1[C:60]([F:64])=[CH:61][CH:62]=[CH:63][C:58]=1[CH2:57][S:56][C:54]1[N:55]=[C:50]([NH:8][S:5]([N:1]2[CH2:4][CH2:3][CH2:2]2)(=[O:7])=[O:6])[CH:51]=[C:52]([O:66][CH2:67][CH2:68][OH:69])[N:53]=1. The catalyst class is: 62.